From a dataset of Forward reaction prediction with 1.9M reactions from USPTO patents (1976-2016). Predict the product of the given reaction. (1) Given the reactants C([O:3][C:4]([C:6]1([NH:15][C:16](=[O:28])[C:17]2[CH:22]=[CH:21][CH:20]=[C:19]([CH3:23])[C:18]=2[O:24][CH2:25][C:26]#[N:27])[CH2:14][C:13]2[C:8](=[CH:9][CH:10]=[CH:11][CH:12]=2)[CH2:7]1)=[O:5])C.O1CCOCC1.CO.O, predict the reaction product. The product is: [C:26]([CH2:25][O:24][C:18]1[C:19]([CH3:23])=[CH:20][CH:21]=[CH:22][C:17]=1[C:16]([NH:15][C:6]1([C:4]([OH:5])=[O:3])[CH2:14][C:13]2[C:8](=[CH:9][CH:10]=[CH:11][CH:12]=2)[CH2:7]1)=[O:28])#[N:27]. (2) The product is: [NH:40]1[C:41]2[C:37](=[C:36]([C:34]3[CH:33]=[C:32]([NH:55][C:56](=[O:58])[CH3:57])[CH:31]=[C:30]([S:27]([C:23]4[CH:22]=[N:21][CH:26]=[CH:25][CH:24]=4)(=[O:29])=[O:28])[CH:35]=3)[CH:44]=[CH:43][CH:42]=2)[CH:38]=[CH:39]1. Given the reactants ClC1C=C(NC(=O)C)C=C(S(C2C=NC=CC=2)(=O)=O)C=1.[N:21]1[CH:26]=[CH:25][CH:24]=[C:23]([S:27]([C:30]2[CH:31]=[C:32]([NH:55][C:56](=[O:58])[CH3:57])[CH:33]=[C:34]([C:36]3[CH:44]=[CH:43][CH:42]=[C:41]4[C:37]=3[CH:38]=[CH:39][N:40]4[Si](C(C)C)(C(C)C)C(C)C)[CH:35]=2)(=[O:29])=[O:28])[CH:22]=1, predict the reaction product. (3) Given the reactants C(OC([NH:8][C@H:9]([C@@H:13]([OH:16])[CH2:14][CH3:15])[C:10]([O-:12])=[O:11])=O)(C)(C)C, predict the reaction product. The product is: [NH2:8][C@H:9]([C@@H:13]([OH:16])[CH2:14][CH3:15])[C:10]([OH:12])=[O:11]. (4) Given the reactants C(OC([NH:8][CH2:9][C:10]1[CH:15]=[CH:14][C:13]([C:16]2[C:25]([C:26]3[CH:31]=[CH:30][CH:29]=[CH:28][CH:27]=3)=[CH:24][C:23]3[C:18](=[CH:19][CH:20]=[N:21][C:22]=3[CH:32]([C:38]3[CH:43]=[CH:42][N:41]=[CH:40][CH:39]=3)[C:33]([O:35][CH2:36][CH3:37])=[O:34])[N:17]=2)=[CH:12][CH:11]=1)=O)(C)(C)C.CO.[ClH:46], predict the reaction product. The product is: [Cl-:46].[CH2:36]([O:35][C:33](=[O:34])[CH:32]([C:22]1[N:21]=[CH:20][CH:19]=[C:18]2[C:23]=1[CH:24]=[C:25]([C:26]1[CH:27]=[CH:28][CH:29]=[CH:30][CH:31]=1)[C:16]([C:13]1[CH:14]=[CH:15][C:10]([CH2:9][NH3+:8])=[CH:11][CH:12]=1)=[N:17]2)[C:38]1[CH:39]=[CH:40][N:41]=[CH:42][CH:43]=1)[CH3:37]. (5) The product is: [CH3:8][C:7]1[N:6]([C:9]2[CH:14]=[CH:13][CH:12]=[C:11]([C:15]([F:16])([F:18])[F:17])[CH:10]=2)[C:5](=[O:19])[C:4]([C:20]([NH:22][CH2:23][C:24]2[CH:29]=[CH:28][C:27]([S:30]([CH3:33])(=[O:31])=[O:32])=[CH:26][CH:25]=2)=[O:21])=[CH:3][C:2]=1[CH2:37][CH2:36][C:35](=[O:38])[CH3:34]. Given the reactants I[C:2]1[CH:3]=[C:4]([C:20]([NH:22][CH2:23][C:24]2[CH:29]=[CH:28][C:27]([S:30]([CH3:33])(=[O:32])=[O:31])=[CH:26][CH:25]=2)=[O:21])[C:5](=[O:19])[N:6]([C:9]2[CH:14]=[CH:13][CH:12]=[C:11]([C:15]([F:18])([F:17])[F:16])[CH:10]=2)[C:7]=1[CH3:8].[CH3:34][CH:35]([OH:38])[CH:36]=[CH2:37].C(N(CC)CC)C, predict the reaction product. (6) The product is: [O:4]1[CH:5]=[CH:6][CH:7]=[C:3]1[C:1]#[C:2][C:18]([C:17]1[CH:20]=[C:21]([O:25][CH3:26])[C:22]([O:23][CH3:24])=[C:15]([O:14][CH3:13])[CH:16]=1)=[O:19]. Given the reactants [C:1]([C:3]1[O:4][CH:5]=[CH:6][CH:7]=1)#[CH:2].[Li]CCCC.[CH3:13][O:14][C:15]1[CH:16]=[C:17]([CH:20]=[C:21]([O:25][CH3:26])[C:22]=1[O:23][CH3:24])[CH:18]=[O:19], predict the reaction product.